From a dataset of Full USPTO retrosynthesis dataset with 1.9M reactions from patents (1976-2016). Predict the reactants needed to synthesize the given product. (1) Given the product [CH2:30]([O:37][C:38]([NH:40][N:41]([C:11](=[O:13])[CH2:10][N:8]([C:6]([O:5][C:1]([CH3:2])([CH3:3])[CH3:4])=[O:7])[CH3:9])[CH3:42])=[O:39])[C:31]1[CH:36]=[CH:35][CH:34]=[CH:33][CH:32]=1, predict the reactants needed to synthesize it. The reactants are: [C:1]([O:5][C:6]([N:8]([CH2:10][C:11]([OH:13])=O)[CH3:9])=[O:7])([CH3:4])([CH3:3])[CH3:2].C(N(CC)CC)C.ClC(OCC(C)C)=O.Cl.[CH2:30]([O:37][C:38]([NH:40][NH:41][CH3:42])=[O:39])[C:31]1[CH:36]=[CH:35][CH:34]=[CH:33][CH:32]=1. (2) Given the product [Cl:28][C:25]1[CH:26]=[CH:27][C:22]([CH:9]2[C:8]3[NH:4][C:5]([C:34]4[CH2:35][CH2:36][N:31]([CH3:30])[CH2:32][CH:33]=4)=[N:6][C:7]=3[C:11](=[O:12])[N:10]2[C:13]2[CH:18]=[C:17]([CH3:19])[C:16](=[O:20])[N:15]([CH3:21])[CH:14]=2)=[CH:23][CH:24]=1, predict the reactants needed to synthesize it. The reactants are: C([N:4]1[C:8]2[CH:9]([C:22]3[CH:27]=[CH:26][C:25]([Cl:28])=[CH:24][CH:23]=3)[N:10]([C:13]3[CH:18]=[C:17]([CH3:19])[C:16](=[O:20])[N:15]([CH3:21])[CH:14]=3)[C:11](=[O:12])[C:7]=2[N:6]=[C:5]1Br)C=C.[CH3:30][N:31]1[CH2:36][CH:35]=[C:34](B2OC(C)(C)C(C)(C)O2)[CH2:33][CH2:32]1. (3) Given the product [CH2:14]([N:13]([CH2:16][CH3:17])[CH2:12][CH2:11][N:7]1[C:8]2[C:4](=[CH:3][C:2]([NH:1][S:30]([C:27]3[CH:26]=[CH:25][C:24]([C:18]4[CH:23]=[CH:22][CH:21]=[CH:20][CH:19]=4)=[CH:29][CH:28]=3)(=[O:32])=[O:31])=[CH:10][CH:9]=2)[CH:5]=[CH:6]1)[CH3:15], predict the reactants needed to synthesize it. The reactants are: [NH2:1][C:2]1[CH:3]=[C:4]2[C:8](=[CH:9][CH:10]=1)[N:7]([CH2:11][CH2:12][N:13]([CH2:16][CH3:17])[CH2:14][CH3:15])[CH:6]=[CH:5]2.[C:18]1([C:24]2[CH:29]=[CH:28][C:27]([S:30](Cl)(=[O:32])=[O:31])=[CH:26][CH:25]=2)[CH:23]=[CH:22][CH:21]=[CH:20][CH:19]=1. (4) The reactants are: Cl[C:2](OC(Cl)(Cl)Cl)=[O:3].[O:9]1[C:13]2([CH2:18][CH2:17][NH:16][CH2:15][CH2:14]2)[O:12][CH2:11][CH2:10]1.C(N(CC)C(C)C)(C)C.Cl.[NH2:29][CH2:30][C:31]1[C:36]([Cl:37])=[N:35][CH:34]=[CH:33][N:32]=1.C(N(CC)CC)C. Given the product [Cl:37][C:36]1[C:31]([CH2:30][NH:29][C:2]([N:16]2[CH2:17][CH2:18][C:13]3([O:12][CH2:11][CH2:10][O:9]3)[CH2:14][CH2:15]2)=[O:3])=[N:32][CH:33]=[CH:34][N:35]=1, predict the reactants needed to synthesize it. (5) Given the product [Cl:12][C:13]1[CH:18]=[CH:17][C:16]([CH:19]=[O:20])=[CH:15][C:14]=1[O:21][CH3:22], predict the reactants needed to synthesize it. The reactants are: [Cr](Cl)([O-])(=O)=O.[NH+]1C=CC=CC=1.[Cl:12][C:13]1[CH:18]=[CH:17][C:16]([CH2:19][OH:20])=[CH:15][C:14]=1[O:21][CH3:22]. (6) Given the product [CH3:28][C:23]([CH3:24])=[CH:22][CH2:21][N:7]([C@H:1]1[CH2:2][CH2:3][C@H:4]([CH3:29])[CH2:5][CH2:6]1)[C:8](=[O:20])[NH:9][C:10]1[S:11][C:12]([S:15][CH2:16][C:17]([OH:19])=[O:18])=[CH:13][N:14]=1, predict the reactants needed to synthesize it. The reactants are: [CH:1]1([N:7]([CH2:21][CH2:22][C:23]2[CH:28]=CC=C[CH:24]=2)[C:8](=[O:20])[NH:9][C:10]2[S:11][C:12]([S:15][CH2:16][C:17]([OH:19])=[O:18])=[CH:13][N:14]=2)[CH2:6][CH2:5][CH2:4][CH2:3][CH2:2]1.[CH3:29]C(C)=CC=O.Cl.CCN(C(C)C)C(C)C. (7) Given the product [CH3:44][C:42]1([CH3:43])[C:38]([CH3:55])([CH3:37])[O:39][B:40]([C:45]2[CH:50]=[CH:49][C:48]([C:51]3([NH:54][C:65]([C:63]4[O:62][N:61]=[C:60]([C:56]([CH3:59])([CH3:58])[CH3:57])[N:64]=4)=[O:66])[CH2:53][CH2:52]3)=[CH:47][CH:46]=2)[O:41]1, predict the reactants needed to synthesize it. The reactants are: CN1C=C(C2NC3=NC=CC(C4C=CC(C5(NC(C6OC(C(C)(C)C)=NN=6)=O)CC5)=CC=4)=C3N=2)C=N1.[CH3:37][C:38]1([CH3:55])[C:42]([CH3:44])([CH3:43])[O:41][B:40]([C:45]2[CH:50]=[CH:49][C:48]([C:51]3([NH2:54])[CH2:53][CH2:52]3)=[CH:47][CH:46]=2)[O:39]1.[C:56]([C:60]1[N:64]=[C:63]([C:65](O)=[O:66])[O:62][N:61]=1)([CH3:59])([CH3:58])[CH3:57].CCCP(=O)=O.CCN(C(C)C)C(C)C.C(Cl)Cl. (8) Given the product [F:23][C:17]1[CH:18]=[C:19]([I:22])[CH:20]=[CH:21][C:16]=1[NH:15][C:10]1[CH:11]=[N:12][CH:13]=[CH:14][C:9]=1[C:6]1[NH:5][C:4](=[O:3])[NH:8][N:7]=1, predict the reactants needed to synthesize it. The reactants are: C([O:3][C:4]1[NH:5][C:6]([C:9]2[CH:14]=[CH:13][N:12]=[CH:11][C:10]=2[NH:15][C:16]2[CH:21]=[CH:20][C:19]([I:22])=[CH:18][C:17]=2[F:23])=[N:7][N:8]=1)C.Cl. (9) Given the product [Cl:1][C:2]1[N:7]=[C:6]([N:18]([CH:12]2[CH2:13][CH2:14][CH2:15][CH2:16][CH2:17]2)[CH2:19][C:20]([F:27])([CH3:26])[C:21]([O:23][CH2:24][CH3:25])=[O:22])[C:5]([N+:9]([O-:11])=[O:10])=[CH:4][N:3]=1, predict the reactants needed to synthesize it. The reactants are: [Cl:1][C:2]1[N:7]=[C:6](Cl)[C:5]([N+:9]([O-:11])=[O:10])=[CH:4][N:3]=1.[CH:12]1([NH:18][CH2:19][C:20]([F:27])([CH3:26])[C:21]([O:23][CH2:24][CH3:25])=[O:22])[CH2:17][CH2:16][CH2:15][CH2:14][CH2:13]1.C(=O)([O-])[O-].[K+].[K+].